Dataset: Full USPTO retrosynthesis dataset with 1.9M reactions from patents (1976-2016). Task: Predict the reactants needed to synthesize the given product. (1) The reactants are: [C:1]([O:5][C:6]([N:8]1[CH2:12][C@@H:11]([CH2:13][O:14][Si:15]([C:18]([CH3:21])([CH3:20])[CH3:19])([CH3:17])[CH3:16])[CH2:10][C@H:9]1[C:22]1[NH:23][C:24]([I:28])=[C:25](I)[N:26]=1)=[O:7])([CH3:4])([CH3:3])[CH3:2].[Li+].[Cl-].C([Mg]Cl)(C)C. Given the product [Si:15]([O:14][CH2:13][C@@H:11]1[CH2:12][N:8]([C:6]([O:5][C:1]([CH3:3])([CH3:4])[CH3:2])=[O:7])[C@H:9]([C:22]2[NH:26][CH:25]=[C:24]([I:28])[N:23]=2)[CH2:10]1)([C:18]([CH3:19])([CH3:20])[CH3:21])([CH3:16])[CH3:17], predict the reactants needed to synthesize it. (2) Given the product [OH:18][C:14]1[C:6]2[C:1](=[CH:2][CH:3]=[CH:4][CH:5]=2)[CH:7]=[C:8]([CH3:9])[C:15]=1[C:16]#[N:17], predict the reactants needed to synthesize it. The reactants are: [C:1]1([CH2:7][C:8](=O)[CH3:9])[CH:6]=[CH:5][CH:4]=[CH:3][CH:2]=1.C(O[C:14](=[O:18])[CH2:15][C:16]#[N:17])C.C(O)(=O)C.C([O-])(=O)C.[NH4+].C(N)(=O)C. (3) The reactants are: C1CCN2C(=NCCC2)CC1.[C:12]([O:16][C:17]([N:19]1[CH2:23][CH2:22][CH2:21][C@H:20]1[CH2:24][NH:25][C:26]1[CH:31]=[CH:30][C:29]([C:32](=[NH:35])[NH:33][OH:34])=[CH:28][C:27]=1[O:36][C:37]1[CH:42]=[CH:41][C:40]([O:43][CH3:44])=[CH:39][CH:38]=1)=[O:18])([CH3:15])([CH3:14])[CH3:13].[C:45](N1C=CN=C1)(N1C=CN=C1)=[O:46]. Given the product [C:12]([O:16][C:17]([N:19]1[CH2:23][CH2:22][CH2:21][C@H:20]1[CH2:24][NH:25][C:26]1[CH:31]=[CH:30][C:29]([C:32]2[NH:35][C:45](=[O:46])[O:34][N:33]=2)=[CH:28][C:27]=1[O:36][C:37]1[CH:42]=[CH:41][C:40]([O:43][CH3:44])=[CH:39][CH:38]=1)=[O:18])([CH3:15])([CH3:14])[CH3:13], predict the reactants needed to synthesize it. (4) Given the product [C:28]([C@@H:26]1[CH2:27][C@@H:25]1[CH2:24][O:23][C:4]1[N:5]=[C:6]([N:8]2[CH2:13][CH2:12][CH:11]([C:14]3[C:22]4[C:17](=[N:18][CH:19]=[CH:20][CH:21]=4)[NH:16][CH:15]=3)[CH2:10][CH2:9]2)[N:7]=[C:2]([C:62]([O:61][CH3:60])=[O:63])[N:3]=1)#[N:29], predict the reactants needed to synthesize it. The reactants are: Cl[C:2]1[N:7]=[C:6]([N:8]2[CH2:13][CH2:12][CH:11]([C:14]3[C:22]4[C:17](=[N:18][CH:19]=[CH:20][CH:21]=4)[NH:16][CH:15]=3)[CH2:10][CH2:9]2)[N:5]=[C:4]([O:23][CH2:24][C@H:25]2[CH2:27][C@H:26]2[C:28]#[N:29])[N:3]=1.C1C=CC(P(C2C=CC=CC=2)CCCP(C2C=CC=CC=2)C2C=CC=CC=2)=CC=1.C[CH2:60][O:61][C:62](C)=[O:63].